This data is from Catalyst prediction with 721,799 reactions and 888 catalyst types from USPTO. The task is: Predict which catalyst facilitates the given reaction. (1) Reactant: Br[C:2]1[CH:24]=[C:23]([C:25]([F:28])([F:27])[F:26])[CH:22]=[CH:21][C:3]=1[CH2:4][NH:5][C:6]1[CH:11]=[CH:10][C:9]([C:12]2[CH:17]=[CH:16][C:15]([Cl:18])=[CH:14][C:13]=2[CH3:19])=[C:8]([Cl:20])[CH:7]=1.[CH3:29][O:30][C:31]([C:33]1[CH:38]=[CH:37][C:36](B(O)O)=[CH:35][CH:34]=1)=[O:32].C([O-])([O-])=O.[K+].[K+].O. Product: [Cl:20][C:8]1[CH:7]=[C:6]([NH:5][CH2:4][C:3]2[CH:21]=[CH:22][C:23]([C:25]([F:28])([F:27])[F:26])=[CH:24][C:2]=2[C:36]2[CH:37]=[CH:38][C:33]([C:31]([O:30][CH3:29])=[O:32])=[CH:34][CH:35]=2)[CH:11]=[CH:10][C:9]=1[C:12]1[CH:17]=[CH:16][C:15]([Cl:18])=[CH:14][C:13]=1[CH3:19]. The catalyst class is: 800. (2) Reactant: C(=O)(O)O.[NH:5]([C:7](=[NH:9])[NH2:8])[NH2:6].[Cl:10][C:11]1[CH:12]=[C:13]([CH:17]=[CH:18][CH:19]=1)[C:14](Cl)=[O:15].[OH-].[Na+]. The catalyst class is: 228. Product: [Cl:10][C:11]1[CH:12]=[C:13]([CH:17]=[CH:18][CH:19]=1)[C:14]([NH:6][NH:5][C:7](=[NH:8])[NH2:9])=[O:15]. (3) Reactant: [NH2:1][CH:2]1[CH:6]([C:7]2[CH:12]=[CH:11][CH:10]=[CH:9][CH:8]=2)[CH2:5][N:4]([C:13]([C:15]2[N:16]=[C:17]3[C:22]([C:23]([F:26])([F:25])[F:24])=[CH:21][C:20]([C:27]4[CH:31]=[CH:30][O:29][CH:28]=4)=[CH:19][N:18]3[C:32]=2[Cl:33])=[O:14])[CH2:3]1.C(N(CC)C(C)C)(C)C.[CH3:43][S:44](Cl)(=[O:46])=[O:45]. Product: [Cl:33][C:32]1[N:18]2[CH:19]=[C:20]([C:27]3[CH:31]=[CH:30][O:29][CH:28]=3)[CH:21]=[C:22]([C:23]([F:25])([F:26])[F:24])[C:17]2=[N:16][C:15]=1[C:13]([N:4]1[CH2:5][CH:6]([C:7]2[CH:12]=[CH:11][CH:10]=[CH:9][CH:8]=2)[CH:2]([NH:1][S:44]([CH3:43])(=[O:46])=[O:45])[CH2:3]1)=[O:14]. The catalyst class is: 31. (4) Reactant: [CH3:1][S-:2].[Na+].Cl[CH2:5][C@@H:6]([NH:16][C:17](=[O:19])[CH3:18])[CH2:7][C:8]1[CH:13]=[CH:12][C:11]([O:14][CH3:15])=[CH:10][CH:9]=1. Product: [CH3:15][O:14][C:11]1[CH:12]=[CH:13][C:8]([CH2:7][C@H:6]([NH:16][C:17](=[O:19])[CH3:18])[CH2:5][S:2][CH3:1])=[CH:9][CH:10]=1. The catalyst class is: 7. (5) Reactant: [CH2:1]([N:8]1[C:16]([C:17]2[CH:22]=[CH:21][C:20]([OH:23])=[CH:19][CH:18]=2)=[C:15]2[C:10]([C:11]([C:24]([F:27])([F:26])[F:25])=[CH:12][CH:13]=[CH:14]2)=[N:9]1)[C:2]1[CH:7]=[CH:6][CH:5]=[CH:4][CH:3]=1.[CH2:28](Br)[C:29]1[CH:34]=[CH:33][CH:32]=[CH:31][CH:30]=1.C(=O)([O-])[O-].[K+].[K+]. Product: [CH2:1]([N:8]1[C:16]([C:17]2[CH:22]=[CH:21][C:20]([O:23][CH2:28][C:29]3[CH:34]=[CH:33][CH:32]=[CH:31][CH:30]=3)=[CH:19][CH:18]=2)=[C:15]2[C:10]([C:11]([C:24]([F:27])([F:25])[F:26])=[CH:12][CH:13]=[CH:14]2)=[N:9]1)[C:2]1[CH:7]=[CH:6][CH:5]=[CH:4][CH:3]=1. The catalyst class is: 21. (6) The catalyst class is: 57. Reactant: [H-].[Na+].COP([CH2:9][C:10]([C:12]1[CH:17]=[CH:16][CH:15]=[C:14]([Br:18])[CH:13]=1)=[O:11])(=O)OC.[CH3:19][O:20][C:21](=[O:36])[CH2:22][CH2:23][CH2:24][CH2:25][CH2:26][CH2:27][N:28]1[C:32](=[O:33])[CH2:31][CH2:30][C@@H:29]1[CH:34]=O. Product: [CH3:19][O:20][C:21](=[O:36])[CH2:22][CH2:23][CH2:24][CH2:25][CH2:26][CH2:27][N:28]1[C:32](=[O:33])[CH2:31][CH2:30][C@@H:29]1/[CH:34]=[CH:9]/[C:10]([C:12]1[CH:17]=[CH:16][CH:15]=[C:14]([Br:18])[CH:13]=1)=[O:11]. (7) Reactant: CC([O-])(C)C.[Na+].[O:7]1[C:11]2([CH2:16][CH2:15][CH:14]([OH:17])[CH2:13][CH2:12]2)[O:10][CH2:9][CH2:8]1.Cl.Cl[C:20]1[CH:25]=[CH:24][N:23]=[CH:22][CH:21]=1.O. Product: [O:7]1[C:11]2([CH2:16][CH2:15][CH:14]([O:17][C:20]3[CH:25]=[CH:24][N:23]=[CH:22][CH:21]=3)[CH2:13][CH2:12]2)[O:10][CH2:9][CH2:8]1. The catalyst class is: 16. (8) Product: [OH:1][C:2]([C:7]1[CH:8]=[C:9]2[C:32](=[CH:33][CH:34]=1)[C:13]1=[N:14][O:15][C:16]([C:17]3[C:21]([C:22]([F:23])([F:25])[F:24])=[C:20]([C:26]4[CH:31]=[CH:30][CH:29]=[CH:28][CH:27]=4)[O:19][N:18]=3)=[C:12]1[CH2:11][CH2:10]2)([CH3:6])[C:3]([NH:35][CH2:36][CH2:37][OH:38])=[O:5]. Reactant: [OH:1][C:2]([C:7]1[CH:8]=[C:9]2[C:32](=[CH:33][CH:34]=1)[C:13]1=[N:14][O:15][C:16]([C:17]3[C:21]([C:22]([F:25])([F:24])[F:23])=[C:20]([C:26]4[CH:31]=[CH:30][CH:29]=[CH:28][CH:27]=4)[O:19][N:18]=3)=[C:12]1[CH2:11][CH2:10]2)([CH3:6])[C:3]([OH:5])=O.[NH2:35][CH2:36][CH2:37][OH:38].CN1CCOCC1.F[P-](F)(F)(F)(F)F.N1(O[P+](N(C)C)(N(C)C)N(C)C)C2C=CC=CC=2N=N1. The catalyst class is: 121.